From a dataset of Reaction yield outcomes from USPTO patents with 853,638 reactions. Predict the reaction yield, written as a fraction of the theoretical maximum amount of product (1.0 means a 100% yield; for example, 0.34 means a 34% yield). (1) The reactants are [H-].[Al+3].[Li+].[H-].[H-].[H-].[CH2:7]([S:14][C:15]1([CH2:21][N+:22]([O-])=O)[CH2:20][CH2:19][O:18][CH2:17][CH2:16]1)[C:8]1[CH:13]=[CH:12][CH:11]=[CH:10][CH:9]=1.O.O.O.O.O.O.O.O.O.O.[O-]S([O-])(=O)=O.[Na+].[Na+]. The catalyst is C(OCC)C.O1CCCC1. The product is [CH2:7]([S:14][C:15]1([CH2:21][NH2:22])[CH2:20][CH2:19][O:18][CH2:17][CH2:16]1)[C:8]1[CH:9]=[CH:10][CH:11]=[CH:12][CH:13]=1. The yield is 0.670. (2) The reactants are [CH:1]([O:4][C:5]1[N:10]=[C:9]([C:11]2[CH:12]=[C:13]3[C:17](=[CH:18][CH:19]=2)[N:16](S(C2C=CC(C)=CC=2)(=O)=O)[CH:15]=[C:14]3[C:30]2[N:35]=[C:34]([NH:36][C@@H:37]3[CH2:42][CH2:41][CH2:40][N:39]([C:43]([O:45][C:46]([CH3:49])([CH3:48])[CH3:47])=[O:44])[CH2:38]3)[CH:33]=[N:32][CH:31]=2)[CH:8]=[N:7][CH:6]=1)([CH3:3])[CH3:2]. The catalyst is O1CCOCC1.[OH-].[Na+]. The product is [CH:1]([O:4][C:5]1[N:10]=[C:9]([C:11]2[CH:12]=[C:13]3[C:17](=[CH:18][CH:19]=2)[NH:16][CH:15]=[C:14]3[C:30]2[N:35]=[C:34]([NH:36][C@@H:37]3[CH2:42][CH2:41][CH2:40][N:39]([C:43]([O:45][C:46]([CH3:48])([CH3:47])[CH3:49])=[O:44])[CH2:38]3)[CH:33]=[N:32][CH:31]=2)[CH:8]=[N:7][CH:6]=1)([CH3:3])[CH3:2]. The yield is 0.930. (3) The reactants are [CH3:1][NH:2][C:3]([C@@:5]12[CH2:10][C@@H:9]1[C@@H:8]([N:11]1[CH:19]=[N:18][C:17]3[C:12]1=[N:13][C:14]([Cl:36])=[N:15][C:16]=3[NH:20][CH2:21][C:22]1[CH:27]=[CH:26][CH:25]=[C:24]([C:28]#[C:29][CH2:30][CH2:31][CH2:32][CH2:33][C:34]#[CH:35])[CH:23]=1)[C@H:7]([OH:37])[C@@H:6]2[OH:38])=[O:4].CNC([C@@]12C[C@@H]1[C@@H](N1C=NC3C1=NC(Cl)=NC=3NCC1C=CC=C(C#CCCCC3[N:72]=[N:73][N:74]([C:76]4[CH:81]=[CH:80][C:79]([F:82])=[C:78]([N+:83]([O-:85])=[O:84])[CH:77]=4)C=3)C=1)[C@H](O)[C@@H]2O)=O. No catalyst specified. The product is [CH3:1][NH:2][C:3]([C@@:5]12[CH2:10][C@@H:9]1[C@@H:8]([N:11]1[CH:19]=[N:18][C:17]3[C:12]1=[N:13][C:14]([Cl:36])=[N:15][C:16]=3[NH:20][CH2:21][C:22]1[CH:27]=[CH:26][CH:25]=[C:24]([C:28]#[C:29][CH2:30][CH2:31][CH2:32][CH2:33][C:34]3[N:72]=[N:73][N:74]([C:76]4[CH:81]=[CH:80][C:79]([F:82])=[C:78]([N+:83]([O-:85])=[O:84])[CH:77]=4)[CH:35]=3)[CH:23]=1)[C@H:7]([OH:37])[C@@H:6]2[OH:38])=[O:4]. The yield is 0.940.